Dataset: Full USPTO retrosynthesis dataset with 1.9M reactions from patents (1976-2016). Task: Predict the reactants needed to synthesize the given product. (1) Given the product [CH:1]([C:4]1[N:26]=[C:7]2[CH:8]=[C:9]([NH:12][C:13]([C:15]3[N:19]([CH3:20])[N:18]=[CH:17][C:16]=3[C:21]([OH:23])=[O:22])=[O:14])[CH:10]=[CH:11][N:6]2[N:5]=1)([CH3:3])[CH3:2], predict the reactants needed to synthesize it. The reactants are: [CH:1]([C:4]1[N:26]=[C:7]2[CH:8]=[C:9]([NH:12][C:13]([C:15]3[N:19]([CH3:20])[N:18]=[CH:17][C:16]=3[C:21]([O:23]CC)=[O:22])=[O:14])[CH:10]=[CH:11][N:6]2[N:5]=1)([CH3:3])[CH3:2].O.[OH-].[Li+]. (2) The reactants are: [CH3:1][O:2][C:3]1[C:4]([CH3:18])=[C:5]([S:9][CH2:10][C:11](=O)[CH2:12][C:13]([O:15][CH3:16])=[O:14])[CH:6]=[CH:7][CH:8]=1. Given the product [CH3:16][O:15][C:13](=[O:14])[CH2:12][C:11]1[C:6]2[CH:7]=[CH:8][C:3]([O:2][CH3:1])=[C:4]([CH3:18])[C:5]=2[S:9][CH:10]=1, predict the reactants needed to synthesize it. (3) The reactants are: Br/[CH:2]=[CH:3]/[C:4]1[C:9]([F:10])=[CH:8][C:7]([O:11][CH3:12])=[CH:6][C:5]=1[F:13].C([Li])(C)(C)C.[CH2:19]([O:26][C:27]1[CH:28]=[C:29]2[C:34](=[CH:35][C:36]=1[O:37][CH3:38])[CH:33]=[N:32][CH2:31][CH2:30]2)[C:20]1[CH:25]=[CH:24][CH:23]=[CH:22][CH:21]=1.C[Si](Cl)(C)C. Given the product [CH2:19]([O:26][C:27]1[CH:28]=[C:29]2[C:34](=[CH:35][C:36]=1[O:37][CH3:38])[CH:33](/[CH:2]=[CH:3]/[C:4]1[C:9]([F:10])=[CH:8][C:7]([O:11][CH3:12])=[CH:6][C:5]=1[F:13])[NH:32][CH2:31][CH2:30]2)[C:20]1[CH:25]=[CH:24][CH:23]=[CH:22][CH:21]=1, predict the reactants needed to synthesize it. (4) Given the product [N:13]1[CH:18]=[CH:17][C:16]([O:1][CH:2]2[CH2:3][N:4]([C:6]([O:8][C:9]([CH3:12])([CH3:11])[CH3:10])=[O:7])[CH2:5]2)=[CH:15][CH:14]=1, predict the reactants needed to synthesize it. The reactants are: [OH:1][CH:2]1[CH2:5][N:4]([C:6]([O:8][C:9]([CH3:12])([CH3:11])[CH3:10])=[O:7])[CH2:3]1.[N:13]1[CH:18]=[CH:17][C:16](O)=[CH:15][CH:14]=1.C1(P(C2C=CC=CC=2)C2C=CC=CC=2)C=CC=CC=1.CC(OC(/N=N/C(OC(C)C)=O)=O)C.C1(C)C=CC=CC=1. (5) Given the product [O:15]=[C:11]1[CH2:10][S:9][C:8]2[CH:7]=[CH:6][C:5]([C:3]([OH:4])=[O:2])=[N:14][C:13]=2[NH:12]1, predict the reactants needed to synthesize it. The reactants are: C[O:2][C:3]([C:5]1[CH:6]=[CH:7][C:8]2[S:9][CH2:10][C:11](=[O:15])[NH:12][C:13]=2[N:14]=1)=[O:4].[OH-].[Na+]. (6) Given the product [CH3:1][S:2]([O:28][CH2:27][CH2:26][O:25][C:24]1[CH:23]=[CH:22][C:21]([C:20]#[C:19][C:16]2[C:15]([F:31])=[CH:14][C:13]([C:10]3[CH:9]=[CH:8][C:7]([Cl:6])=[CH:12][CH:11]=3)=[CH:18][N:17]=2)=[CH:30][CH:29]=1)(=[O:4])=[O:3], predict the reactants needed to synthesize it. The reactants are: [CH3:1][S:2](Cl)(=[O:4])=[O:3].[Cl:6][C:7]1[CH:12]=[CH:11][C:10]([C:13]2[CH:14]=[C:15]([F:31])[C:16]([C:19]#[C:20][C:21]3[CH:30]=[CH:29][C:24]([O:25][CH2:26][CH2:27][OH:28])=[CH:23][CH:22]=3)=[N:17][CH:18]=2)=[CH:9][CH:8]=1.C(N(CC)CC)C.